This data is from Forward reaction prediction with 1.9M reactions from USPTO patents (1976-2016). The task is: Predict the product of the given reaction. Given the reactants [O:1]1[CH2:6][CH2:5][C:4](=O)[CH2:3][CH2:2]1.[CH2:8]([NH2:15])[C:9]1[CH:14]=[CH:13][CH:12]=[CH:11][CH:10]=1, predict the reaction product. The product is: [CH2:8]([NH:15][CH:4]1[CH2:5][CH2:6][O:1][CH2:2][CH2:3]1)[C:9]1[CH:14]=[CH:13][CH:12]=[CH:11][CH:10]=1.